From a dataset of Reaction yield outcomes from USPTO patents with 853,638 reactions. Predict the reaction yield, written as a fraction of the theoretical maximum amount of product (1.0 means a 100% yield; for example, 0.34 means a 34% yield). (1) The reactants are [CH3:1][S:2](Cl)(=[O:4])=[O:3].[OH:6][CH2:7][CH2:8][C:9]1[CH:10]=[C:11]([N:15]2[CH2:19][CH2:18][CH2:17][C:16]2=[O:20])[CH:12]=[CH:13][CH:14]=1.C(N(CC)CC)C. The catalyst is ClCCl.C(OCC)(=O)C. The product is [CH3:1][S:2]([O:6][CH2:7][CH2:8][C:9]1[CH:14]=[CH:13][CH:12]=[C:11]([N:15]2[CH2:19][CH2:18][CH2:17][C:16]2=[O:20])[CH:10]=1)(=[O:4])=[O:3]. The yield is 0.930. (2) The product is [Si:44]([O:51][C@@H:52]1[CH2:53][CH2:54][C@H:55]([C:58]([OH:69])([CH:33]([C@H:30]2[CH2:31][CH2:32][C@@H:27]([O:26][Si:19]([C:22]([CH3:25])([CH3:24])[CH3:23])([CH3:21])[CH3:20])[CH2:28][CH2:29]2)[C:34]([O:36][CH2:37][C:38]2[CH:43]=[CH:42][CH:41]=[CH:40][CH:39]=2)=[O:35])[C:59]([O:61][CH2:62][C:63]2[CH:64]=[CH:65][CH:66]=[CH:67][CH:68]=2)=[O:60])[CH2:56][CH2:57]1)([C:47]([CH3:50])([CH3:49])[CH3:48])([CH3:46])[CH3:45]. The yield is 0.500. The reactants are C([Li])CCC.CCCCCC.C(NC(C)C)(C)C.[Si:19]([O:26][C@@H:27]1[CH2:32][CH2:31][C@H:30]([CH2:33][C:34]([O:36][CH2:37][C:38]2[CH:43]=[CH:42][CH:41]=[CH:40][CH:39]=2)=[O:35])[CH2:29][CH2:28]1)([C:22]([CH3:25])([CH3:24])[CH3:23])([CH3:21])[CH3:20].[Si:44]([O:51][C@@H:52]1[CH2:57][CH2:56][C@H:55]([C:58](=[O:69])[C:59]([O:61][CH2:62][C:63]2[CH:68]=[CH:67][CH:66]=[CH:65][CH:64]=2)=[O:60])[CH2:54][CH2:53]1)([C:47]([CH3:50])([CH3:49])[CH3:48])([CH3:46])[CH3:45]. The catalyst is C1COCC1. (3) The product is [C:7]([O:11][C:12]1[CH:13]=[CH:14][C:15]([O:18][CH2:5][CH2:4][Br:3])=[CH:16][CH:17]=1)([CH3:10])([CH3:8])[CH3:9]. The yield is 0.280. The catalyst is CO.C(Cl)(Cl)Cl. The reactants are [OH-].[K+].[Br:3][CH2:4][CH2:5]Br.[C:7]([O:11][C:12]1[CH:17]=[CH:16][C:15]([OH:18])=[CH:14][CH:13]=1)([CH3:10])([CH3:9])[CH3:8].O. (4) The reactants are [Br:1][C:2]1[CH:7]=[CH:6][C:5]([NH:8][C:9]2[N:14]3[CH:15]=[N:16][CH:17]=[C:13]3[CH:12]=[CH:11][C:10]=2[C:18]([OH:20])=O)=[C:4]([F:21])[CH:3]=1.[CH:22]([O:24][CH2:25][CH2:26][O:27][NH2:28])=[CH2:23].CCN=C=NCCCN(C)C.Cl.C1C=CC2N(O)N=NC=2C=1.CCN(C(C)C)C(C)C. The catalyst is CN(C=O)C. The product is [CH:22]([O:24][CH2:25][CH2:26][O:27][NH:28][C:18]([C:10]1[CH:11]=[CH:12][C:13]2[N:14]([CH:15]=[N:16][CH:17]=2)[C:9]=1[NH:8][C:5]1[CH:6]=[CH:7][C:2]([Br:1])=[CH:3][C:4]=1[F:21])=[O:20])=[CH2:23]. The yield is 0.530. (5) The reactants are Cl[CH2:2][CH2:3][CH2:4][C:5]([NH:7][C:8]1[CH:9]=[C:10]([C:18]([O:20][CH3:21])=[O:19])[CH:11]=[C:12]([CH:17]=1)[C:13]([O:15][CH3:16])=[O:14])=[O:6].[H-].[Na+]. The catalyst is CN(C=O)C. The product is [O:6]=[C:5]1[CH2:4][CH2:3][CH2:2][N:7]1[C:8]1[CH:9]=[C:10]([C:18]([O:20][CH3:21])=[O:19])[CH:11]=[C:12]([CH:17]=1)[C:13]([O:15][CH3:16])=[O:14]. The yield is 0.620. (6) The reactants are [F:1][C:2]([F:16])([F:15])[C:3]1[CH:14]=[CH:13][C:6]([CH2:7][CH:8]([C:11]#[N:12])[C:9]#[N:10])=[CH:5][CH:4]=1.C(=O)([O-])[O-].[Cs+].[Cs+].FC(F)(F)S(O[CH2:29][C:30]([F:36])([F:35])[C:31]([F:34])([F:33])[F:32])(=O)=O. The catalyst is CN(C)C=O. The product is [F:35][C:30]([F:36])([C:31]([F:34])([F:33])[F:32])[CH2:29][C:8]([CH2:7][C:6]1[CH:5]=[CH:4][C:3]([C:2]([F:15])([F:16])[F:1])=[CH:14][CH:13]=1)([C:11]#[N:12])[C:9]#[N:10]. The yield is 0.340.